This data is from Forward reaction prediction with 1.9M reactions from USPTO patents (1976-2016). The task is: Predict the product of the given reaction. (1) The product is: [CH3:1][O:2][C:3]1[C:11]2[O:10][C:9]([CH3:12])([CH3:13])[CH2:8][C:7]=2[CH:6]=[C:5]([CH:14]=[C:19]([N+:16]([O-:18])=[O:17])[CH3:20])[CH:4]=1. Given the reactants [CH3:1][O:2][C:3]1[C:11]2[O:10][C:9]([CH3:13])([CH3:12])[CH2:8][C:7]=2[CH:6]=[C:5]([CH:14]=O)[CH:4]=1.[N+:16]([CH2:19][CH3:20])([O-:18])=[O:17].N1CCCCC1.C(O)(=O)C, predict the reaction product. (2) Given the reactants [NH2:1][C:2]1[CH:3]=[C:4]([F:21])[C:5]([Cl:20])=[C:6]([C@:8]2([CH3:19])[CH2:13][C@@H:12]([C:14]([F:17])([F:16])[F:15])[O:11][C:10]([NH2:18])=[N:9]2)[CH:7]=1.[Cl:22][C:23]1[CH:24]=[CH:25][C:26]([C:29](O)=[O:30])=[N:27][CH:28]=1.CCCP1(OP(CCC)(=O)OP(CCC)(=O)O1)=O.C(OCC)(=O)C, predict the reaction product. The product is: [NH2:18][C:10]1[O:11][C@H:12]([C:14]([F:17])([F:16])[F:15])[CH2:13][C@:8]([C:6]2[CH:7]=[C:2]([NH:1][C:29](=[O:30])[C:26]3[CH:25]=[CH:24][C:23]([Cl:22])=[CH:28][N:27]=3)[CH:3]=[C:4]([F:21])[C:5]=2[Cl:20])([CH3:19])[N:9]=1.